Dataset: Full USPTO retrosynthesis dataset with 1.9M reactions from patents (1976-2016). Task: Predict the reactants needed to synthesize the given product. (1) Given the product [Cl:14][C:12]1[CH:13]=[C:4]([C:3]([N:34]([CH3:33])[CH2:35][CH2:36][CH3:37])=[O:15])[CH:5]=[C:6]([CH:11]=1)[C:7]([OH:9])=[O:8], predict the reactants needed to synthesize it. The reactants are: CO[C:3](=[O:15])[C:4]1[CH:13]=[C:12]([Cl:14])[CH:11]=[C:6]([C:7]([O:9]C)=[O:8])[CH:5]=1.[OH-].[Na+].COC(=O)C1C=C(Cl)C=C(C(O)=O)C=1.Cl.[CH3:33][N:34](C)[CH2:35][CH2:36][CH2:37]N=C=NCC.ON1C2C=CC=CC=2N=N1.CNCCC.[OH-].[Li+].Cl. (2) The reactants are: [F:1][C:2]1[CH:7]=[CH:6][C:5]([CH2:8][C:9]2[CH:18]=[C:17]3[C:12]([C:13]([OH:25])=[C:14]([C:20]([O:22][CH2:23][CH3:24])=[O:21])[C:15](=[O:19])[NH:16]3)=[N:11][CH:10]=2)=[CH:4][CH:3]=1.I[CH2:27][CH3:28]. Given the product [CH2:27]([N:16]1[C:17]2[C:12](=[N:11][CH:10]=[C:9]([CH2:8][C:5]3[CH:6]=[CH:7][C:2]([F:1])=[CH:3][CH:4]=3)[CH:18]=2)[C:13]([OH:25])=[C:14]([C:20]([O:22][CH2:23][CH3:24])=[O:21])[C:15]1=[O:19])[CH3:28], predict the reactants needed to synthesize it. (3) Given the product [OH:25]/[N:24]=[C:18](/[C:15]1[S:14][C:13]([CH2:12][N:8]2[S:7](=[O:27])(=[O:26])[NH:6][C:10](=[O:11])[CH2:9]2)=[CH:17][CH:16]=1)\[CH2:19][CH2:20][CH:21]([CH3:23])[CH3:22], predict the reactants needed to synthesize it. The reactants are: COC1C=C(OC)C=CC=1C[N:6]1[C:10](=[O:11])[CH2:9][N:8]([CH2:12][C:13]2[S:14][C:15]([C:18](=[N:24][OH:25])[CH2:19][CH2:20][CH:21]([CH3:23])[CH3:22])=[CH:16][CH:17]=2)[S:7]1(=[O:27])=[O:26].C(O)(C(F)(F)F)=O. (4) Given the product [F:22][C:19]1[CH:18]=[CH:17][C:16]([C:10]2[C:9]3[C:13](=[CH:14][CH:15]=[C:7]([C:5]4[NH:6][C:35]([C:31]5[O:30][CH:34]=[CH:33][CH:32]=5)=[N:37][N:38]=4)[CH:8]=3)[NH:12][N:11]=2)=[CH:21][CH:20]=1, predict the reactants needed to synthesize it. The reactants are: Cl.C(O[C:5]([C:7]1[CH:8]=[C:9]2[C:13](=[CH:14][CH:15]=1)[NH:12][N:11]=[C:10]2[C:16]1[CH:21]=[CH:20][C:19]([F:22])=[CH:18][CH:17]=1)=[NH:6])C.C(N(CC)CC)C.[O:30]1[CH:34]=[CH:33][CH:32]=[C:31]1[C:35]([NH:37][NH2:38])=O. (5) Given the product [N:8]1([C:37]([NH2:35])=[O:38])[CH2:12][CH2:13][CH2:14][CH2:15][CH2:16]1, predict the reactants needed to synthesize it. The reactants are: F[P-](F)(F)(F)(F)F.[N:8]1(O[P+](N(C)C)(N(C)C)N(C)C)[C:12]2[CH:13]=[CH:14][CH:15]=[CH:16]C=2N=N1.N1CCCCC1.C[N:35]([CH:37]=[O:38])C.